Dataset: Catalyst prediction with 721,799 reactions and 888 catalyst types from USPTO. Task: Predict which catalyst facilitates the given reaction. (1) Reactant: [Br:1][C:2]1[CH:3]=[C:4]2[C:9](=[CH:10][C:11]=1[O:12]C(=O)C)[O:8][C:7](=[O:16])[CH:6]=[C:5]2[CH:17]=[N+:18]=[N-:19]. Product: [Br:1][C:2]1[CH:3]=[C:4]2[C:9](=[CH:10][C:11]=1[OH:12])[O:8][C:7](=[O:16])[CH:6]=[C:5]2[CH:17]=[N+:18]=[N-:19]. The catalyst class is: 284. (2) Reactant: [C:1]1(=[O:11])[O:6][C:4](=O)[C:3]2=[CH:7][CH:8]=[CH:9][CH:10]=[C:2]12.[F:12][C:13]([F:33])([F:32])[C:14]1[CH:18]=[C:17]([C:19]([F:22])([F:21])[F:20])[N:16]([CH2:23][C:24]2[CH:30]=[CH:29][C:27]([NH2:28])=[C:26]([CH3:31])[CH:25]=2)[N:15]=1. Product: [F:33][C:13]([F:12])([F:32])[C:14]1[CH:18]=[C:17]([C:19]([F:22])([F:20])[F:21])[N:16]([CH2:23][C:24]2[CH:30]=[CH:29][C:27]([N:28]3[C:1](=[O:11])[C:2]4[C:3](=[CH:7][CH:8]=[CH:9][CH:10]=4)[C:4]3=[O:6])=[C:26]([CH3:31])[CH:25]=2)[N:15]=1. The catalyst class is: 15. (3) Reactant: [ClH:1].C(OC([N:9]([CH2:25][CH2:26][C:27]1[CH:32]=[CH:31][CH:30]=[CH:29][C:28]=1[O:33][CH2:34][C:35]1[CH:40]=[CH:39][C:38]([CH2:41][CH2:42][C:43]2[CH:48]=[CH:47][C:46]([F:49])=[CH:45][CH:44]=2)=[CH:37][CH:36]=1)[CH:10]1[CH2:19][CH2:18][CH2:17][C:16]2[N:15]=[C:14]([C:20]([O:22][CH2:23][CH3:24])=[O:21])[CH:13]=[CH:12][C:11]1=2)=O)(C)(C)C. Product: [ClH:1].[ClH:1].[F:49][C:46]1[CH:47]=[CH:48][C:43]([CH2:42][CH2:41][C:38]2[CH:37]=[CH:36][C:35]([CH2:34][O:33][C:28]3[CH:29]=[CH:30][CH:31]=[CH:32][C:27]=3[CH2:26][CH2:25][NH:9][CH:10]3[CH2:19][CH2:18][CH2:17][C:16]4[N:15]=[C:14]([C:20]([O:22][CH2:23][CH3:24])=[O:21])[CH:13]=[CH:12][C:11]3=4)=[CH:40][CH:39]=2)=[CH:44][CH:45]=1. The catalyst class is: 12. (4) Reactant: [OH:1][C@@H:2]1[CH2:8][N:7]([C:9]([O:11][CH2:12][CH3:13])=[O:10])[CH2:6][CH2:5][C:4]2[S:14][CH:15]=[CH:16][C:3]1=2.[H-].[Na+].[CH3:19]I. Product: [CH3:19][O:1][C@@H:2]1[CH2:8][N:7]([C:9]([O:11][CH2:12][CH3:13])=[O:10])[CH2:6][CH2:5][C:4]2[S:14][CH:15]=[CH:16][C:3]1=2. The catalyst class is: 1. (5) Reactant: Cl.Cl.[CH3:3][N:4]([CH3:11])[C:5]12[CH2:10][CH:9]1[CH2:8][NH:7][CH2:6]2.[Cl:12][C:13]1[N:18]=[C:17]([N:19]([C:35]([O:37][C:38]([CH3:41])([CH3:40])[CH3:39])=[O:36])[N:20]([C:28]([O:30][C:31]([CH3:34])([CH3:33])[CH3:32])=[O:29])[C:21]([O:23][C:24]([CH3:27])([CH3:26])[CH3:25])=[O:22])[C:16]([F:42])=[C:15](Cl)[N:14]=1.C(N(CC)C(C)C)(C)C. Product: [CH3:27][C:24]([O:23][C:21]([N:20]([C:28]([O:30][C:31]([CH3:34])([CH3:33])[CH3:32])=[O:29])[N:19]([C:17]1[C:16]([F:42])=[C:15]([N:7]2[CH2:8][CH:9]3[C:5]([N:4]([CH3:11])[CH3:3])([CH2:10]3)[CH2:6]2)[N:14]=[C:13]([Cl:12])[N:18]=1)[C:35]([O:37][C:38]([CH3:39])([CH3:40])[CH3:41])=[O:36])=[O:22])([CH3:25])[CH3:26]. The catalyst class is: 215.